From a dataset of Full USPTO retrosynthesis dataset with 1.9M reactions from patents (1976-2016). Predict the reactants needed to synthesize the given product. (1) The reactants are: [C:1]([OH:7])([C:3]([F:6])([F:5])[F:4])=[O:2].C([NH:15][C@H:16]([CH2:20][CH:21]1[CH2:26][CH2:25][CH2:24][CH2:23][CH2:22]1)[C:17]([OH:19])=[O:18])(OC(C)(C)C)=O. Given the product [F:4][C:3]([F:6])([F:5])[C:1]([OH:7])=[O:2].[NH2:15][C@H:16]([CH2:20][CH:21]1[CH2:26][CH2:25][CH2:24][CH2:23][CH2:22]1)[C:17]([OH:19])=[O:18], predict the reactants needed to synthesize it. (2) The reactants are: C([O-])(=O)C.[NH4+:5].C1(C)C(C)=CC=CC=1.[S:14]1[CH:18]=[CH:17][CH:16]=[C:15]1[CH:19]1[C:23](=O)[CH2:22][NH:21][C:20]1=[O:25]. Given the product [NH2:5][C:23]1[CH2:22][NH:21][C:20](=[O:25])[C:19]=1[C:15]1[S:14][CH:18]=[CH:17][CH:16]=1, predict the reactants needed to synthesize it. (3) Given the product [CH3:15][O:6][C:3]([O:8][CH3:7])([CH2:4][OH:5])[CH2:2][OH:1], predict the reactants needed to synthesize it. The reactants are: [OH:1][CH2:2][C:3](=[O:6])[CH2:4][OH:5].[CH:7](OC)(OC)[O:8]C.O.[C:15]1(C)C=CC(S(O)(=O)=O)=CC=1.C(=O)([O-])[O-].[Na+].[Na+]. (4) The reactants are: [C:1]([O:5][C:6](=[O:30])[N:7]([CH2:25][CH2:26][CH:27]([CH3:29])[CH3:28])[CH2:8][C:9]1[CH:14]=[CH:13][C:12]([C:15]2[CH:20]=[CH:19][C:18]([N+:21]([O-])=O)=[CH:17][CH:16]=2)=[C:11]([CH3:24])[CH:10]=1)([CH3:4])([CH3:3])[CH3:2].[H][H]. Given the product [C:1]([O:5][C:6](=[O:30])[N:7]([CH2:8][C:9]1[CH:14]=[CH:13][C:12]([C:15]2[CH:20]=[CH:19][C:18]([NH2:21])=[CH:17][CH:16]=2)=[C:11]([CH3:24])[CH:10]=1)[CH2:25][CH2:26][CH:27]([CH3:29])[CH3:28])([CH3:2])([CH3:3])[CH3:4], predict the reactants needed to synthesize it.